From a dataset of NCI-60 drug combinations with 297,098 pairs across 59 cell lines. Regression. Given two drug SMILES strings and cell line genomic features, predict the synergy score measuring deviation from expected non-interaction effect. (1) Drug 1: CC1=CC2C(CCC3(C2CCC3(C(=O)C)OC(=O)C)C)C4(C1=CC(=O)CC4)C. Drug 2: CN(C)N=NC1=C(NC=N1)C(=O)N. Cell line: HCC-2998. Synergy scores: CSS=2.62, Synergy_ZIP=1.76, Synergy_Bliss=1.75, Synergy_Loewe=-2.33, Synergy_HSA=-1.18. (2) Drug 1: CC1C(C(CC(O1)OC2CC(CC3=C2C(=C4C(=C3O)C(=O)C5=C(C4=O)C(=CC=C5)OC)O)(C(=O)C)O)N)O.Cl. Cell line: NCIH23. Synergy scores: CSS=34.9, Synergy_ZIP=-0.127, Synergy_Bliss=3.95, Synergy_Loewe=5.41, Synergy_HSA=6.83. Drug 2: CC1=C(C(=CC=C1)Cl)NC(=O)C2=CN=C(S2)NC3=CC(=NC(=N3)C)N4CCN(CC4)CCO. (3) Drug 1: COC1=NC(=NC2=C1N=CN2C3C(C(C(O3)CO)O)O)N. Drug 2: CC1=C(C(=CC=C1)Cl)NC(=O)C2=CN=C(S2)NC3=CC(=NC(=N3)C)N4CCN(CC4)CCO. Cell line: BT-549. Synergy scores: CSS=-5.22, Synergy_ZIP=1.87, Synergy_Bliss=-0.220, Synergy_Loewe=-4.33, Synergy_HSA=-3.98. (4) Drug 1: C1CCN(CC1)CCOC2=CC=C(C=C2)C(=O)C3=C(SC4=C3C=CC(=C4)O)C5=CC=C(C=C5)O. Drug 2: CC1C(C(CC(O1)OC2CC(CC3=C2C(=C4C(=C3O)C(=O)C5=C(C4=O)C(=CC=C5)OC)O)(C(=O)CO)O)N)O.Cl. Cell line: SK-MEL-2. Synergy scores: CSS=44.4, Synergy_ZIP=2.31, Synergy_Bliss=5.95, Synergy_Loewe=1.01, Synergy_HSA=0.931. (5) Drug 1: CN(C)N=NC1=C(NC=N1)C(=O)N. Drug 2: CC1=C(C(CCC1)(C)C)C=CC(=CC=CC(=CC(=O)O)C)C. Cell line: MCF7. Synergy scores: CSS=15.0, Synergy_ZIP=-6.40, Synergy_Bliss=-3.41, Synergy_Loewe=-29.3, Synergy_HSA=-3.60. (6) Synergy scores: CSS=-5.55, Synergy_ZIP=-0.838, Synergy_Bliss=-3.86, Synergy_Loewe=-5.32, Synergy_HSA=-7.08. Cell line: K-562. Drug 1: CN1C(=O)N2C=NC(=C2N=N1)C(=O)N. Drug 2: CC(C)NC(=O)C1=CC=C(C=C1)CNNC.Cl. (7) Drug 1: CCC1=CC2CC(C3=C(CN(C2)C1)C4=CC=CC=C4N3)(C5=C(C=C6C(=C5)C78CCN9C7C(C=CC9)(C(C(C8N6C)(C(=O)OC)O)OC(=O)C)CC)OC)C(=O)OC.C(C(C(=O)O)O)(C(=O)O)O. Drug 2: C1CC(C1)(C(=O)O)C(=O)O.[NH2-].[NH2-].[Pt+2]. Cell line: IGROV1. Synergy scores: CSS=65.9, Synergy_ZIP=6.55, Synergy_Bliss=6.82, Synergy_Loewe=8.45, Synergy_HSA=12.8. (8) Drug 1: CCCCCOC(=O)NC1=NC(=O)N(C=C1F)C2C(C(C(O2)C)O)O. Drug 2: CN(C(=O)NC(C=O)C(C(C(CO)O)O)O)N=O. Cell line: LOX IMVI. Synergy scores: CSS=-10.9, Synergy_ZIP=2.84, Synergy_Bliss=-3.12, Synergy_Loewe=-10.8, Synergy_HSA=-11.6. (9) Drug 1: CC1C(C(=O)NC(C(=O)N2CCCC2C(=O)N(CC(=O)N(C(C(=O)O1)C(C)C)C)C)C(C)C)NC(=O)C3=C4C(=C(C=C3)C)OC5=C(C(=O)C(=C(C5=N4)C(=O)NC6C(OC(=O)C(N(C(=O)CN(C(=O)C7CCCN7C(=O)C(NC6=O)C(C)C)C)C)C(C)C)C)N)C. Drug 2: CC1CCCC2(C(O2)CC(NC(=O)CC(C(C(=O)C(C1O)C)(C)C)O)C(=CC3=CSC(=N3)C)C)C. Cell line: HOP-92. Synergy scores: CSS=30.9, Synergy_ZIP=-1.81, Synergy_Bliss=-1.89, Synergy_Loewe=0.543, Synergy_HSA=2.62.